From a dataset of Full USPTO retrosynthesis dataset with 1.9M reactions from patents (1976-2016). Predict the reactants needed to synthesize the given product. Given the product [CH3:1][O:2][C:3]([C:5]1[CH:16]=[CH:15][C:8]2[CH:9]([OH:14])[CH2:10][CH2:11][CH2:12][S:13][C:7]=2[CH:6]=1)=[O:4], predict the reactants needed to synthesize it. The reactants are: [CH3:1][O:2][C:3]([C:5]1[CH:16]=[CH:15][C:8]2[C:9](=[O:14])[CH2:10][CH2:11][CH2:12][S:13][C:7]=2[CH:6]=1)=[O:4].[BH4-].[Na+].